From a dataset of Reaction yield outcomes from USPTO patents with 853,638 reactions. Predict the reaction yield, written as a fraction of the theoretical maximum amount of product (1.0 means a 100% yield; for example, 0.34 means a 34% yield). (1) The reactants are O.C(OC([NH:12][C@@H:13]1[CH2:21][C:20]2[C:15](=[CH:16][CH:17]=[C:18]([CH2:22][N:23]3[C:27]([C:28]([F:31])([F:30])[F:29])=[C:26]([C:32]([O:34][CH2:35][CH3:36])=[O:33])[CH:25]=[N:24]3)[CH:19]=2)[CH2:14]1)=O)C1C=CC=CC=1.C(Cl)[Cl:38].Cl. The catalyst is C(O)C.[OH-].[Pd+2].[OH-]. The product is [ClH:38].[NH2:12][C@@H:13]1[CH2:21][C:20]2[C:15](=[CH:16][CH:17]=[C:18]([CH2:22][N:23]3[C:27]([C:28]([F:29])([F:30])[F:31])=[C:26]([C:32]([O:34][CH2:35][CH3:36])=[O:33])[CH:25]=[N:24]3)[CH:19]=2)[CH2:14]1. The yield is 1.00. (2) The reactants are [CH3:1][O:2][C:3]1[CH:8]=[CH:7][C:6]([C@@H:9]([NH2:11])[CH3:10])=[CH:5][CH:4]=1.[N:12]1[CH:17]=[CH:16][CH:15]=[CH:14][C:13]=1[CH:18]=O.C(O[BH-](OC(=O)C)OC(=O)C)(=O)C.[Na+]. No catalyst specified. The product is [CH3:1][O:2][C:3]1[CH:8]=[CH:7][C:6]([C@@H:9]([NH:11][CH2:18][C:13]2[CH:14]=[CH:15][CH:16]=[CH:17][N:12]=2)[CH3:10])=[CH:5][CH:4]=1. The yield is 0.898. (3) The reactants are [CH:1]1([CH:7]([NH:21][C:22]2[CH:27]=[CH:26][C:25]([C:28]([NH:30][CH2:31][CH2:32][C:33]([O:35]CC)=[O:34])=[O:29])=[CH:24][CH:23]=2)[C:8]2[O:9][C:10]3[CH:19]=[CH:18][C:17]([F:20])=[CH:16][C:11]=3[C:12]=2[CH2:13][O:14][CH3:15])[CH2:6][CH2:5][CH2:4][CH2:3][CH2:2]1.O1CCCC1.[OH-].[Na+]. The catalyst is C(O)C. The product is [CH:1]1([CH:7]([NH:21][C:22]2[CH:23]=[CH:24][C:25]([C:28]([NH:30][CH2:31][CH2:32][C:33]([OH:35])=[O:34])=[O:29])=[CH:26][CH:27]=2)[C:8]2[O:9][C:10]3[CH:19]=[CH:18][C:17]([F:20])=[CH:16][C:11]=3[C:12]=2[CH2:13][O:14][CH3:15])[CH2:6][CH2:5][CH2:4][CH2:3][CH2:2]1. The yield is 0.950. (4) The reactants are [C:1]([CH:3]1[C:26](=[O:27])[C@@H:25]([CH3:28])[C@@H:6]2[CH2:7][CH2:8][C:9]3[CH:10]=[N:11][C:12]([C:15]4[CH:20]=[CH:19][C:18]([C:21]([O:23][CH3:24])=[O:22])=[CH:17][CH:16]=4)=[N:13][C:14]=3[C@@:5]2([C:29]2[CH:30]=[C:31]([CH:36]=[CH:37][CH:38]=2)[C:32]([O:34][CH3:35])=[O:33])[CH2:4]1)#[N:2].BrN1C(C)(C)C(=O)N(Br)C1=O.N1C=CC=CC=1. The catalyst is CN(C)C=O.O. The product is [C:1]([C:3]1[C:26](=[O:27])[C@@H:25]([CH3:28])[C@@H:6]2[CH2:7][CH2:8][C:9]3[CH:10]=[N:11][C:12]([C:15]4[CH:16]=[CH:17][C:18]([C:21]([O:23][CH3:24])=[O:22])=[CH:19][CH:20]=4)=[N:13][C:14]=3[C@@:5]2([C:29]2[CH:30]=[C:31]([CH:36]=[CH:37][CH:38]=2)[C:32]([O:34][CH3:35])=[O:33])[CH:4]=1)#[N:2]. The yield is 0.570. (5) The reactants are [Si:1]([O:8][CH:9]([CH2:15][CH2:16][CH2:17][CH3:18])[C:10]([O:12]CC)=O)([C:4]([CH3:7])([CH3:6])[CH3:5])([CH3:3])[CH3:2].[CH3:19][O:20][P:21]([CH2:25]C(=O)CC(O[Si](C(C)(C)C)(C)C)CCC)(=[O:24])[O:22][CH3:23]. No catalyst specified. The product is [CH3:19][O:20][P:21]([CH2:25][C:10](=[O:12])[CH:9]([O:8][Si:1]([C:4]([CH3:5])([CH3:6])[CH3:7])([CH3:2])[CH3:3])[CH2:15][CH2:16][CH2:17][CH3:18])(=[O:24])[O:22][CH3:23]. The yield is 0.610. (6) The reactants are Cl.[O:2]=[C:3]1[NH:12][C:11]2[N:10]=[CH:9][C:8](/[CH:13]=[CH:14]/[C:15]([OH:17])=O)=[CH:7][C:6]=2[CH2:5][CH2:4]1.Cl.[CH2:19]([S:24]([CH:27]1[CH2:30][NH:29][CH2:28]1)(=[O:26])=[O:25])[CH2:20][CH2:21][CH2:22][CH3:23].CCN(C(C)C)C(C)C.CCN=C=NCCCN(C)C. The catalyst is CN(C1C=CN=CC=1)C.CN(C=O)C. The product is [CH2:19]([S:24]([CH:27]1[CH2:30][N:29]([C:15](=[O:17])/[CH:14]=[CH:13]/[C:8]2[CH:7]=[C:6]3[C:11](=[N:10][CH:9]=2)[NH:12][C:3](=[O:2])[CH2:4][CH2:5]3)[CH2:28]1)(=[O:26])=[O:25])[CH2:20][CH2:21][CH2:22][CH3:23]. The yield is 0.190. (7) The reactants are Cl[C:2]1[C:7]([NH:8][C:9]([C:11]2[CH:20]=[CH:19][C:14]([C:15]([O:17][CH3:18])=[O:16])=[CH:13][CH:12]=2)=[O:10])=[CH:6][CH:5]=[CH:4][N:3]=1.C[Si](OP(=O)=O)(C)C. The catalyst is C(OCC)C. The product is [N:8]1[C:7]2[C:2](=[N:3][CH:4]=[CH:5][CH:6]=2)[O:10][C:9]=1[C:11]1[CH:20]=[CH:19][C:14]([C:15]([O:17][CH3:18])=[O:16])=[CH:13][CH:12]=1. The yield is 0.810.